This data is from Catalyst prediction with 721,799 reactions and 888 catalyst types from USPTO. The task is: Predict which catalyst facilitates the given reaction. (1) Reactant: [H-].[Al+3].[Li+].[H-].[H-].[H-].[F:7][C:8]([F:27])([F:26])[C:9]1[CH:14]=[CH:13][C:12]([C:15]2[CH:20]=[CH:19][C:18]([C:21](OCC)=[O:22])=[CH:17][CH:16]=2)=[CH:11][CH:10]=1.[Cl-].[NH4+]. Product: [F:7][C:8]([F:26])([F:27])[C:9]1[CH:10]=[CH:11][C:12]([C:15]2[CH:20]=[CH:19][C:18]([CH2:21][OH:22])=[CH:17][CH:16]=2)=[CH:13][CH:14]=1. The catalyst class is: 56. (2) Reactant: [C:1]([C:5]1[CH:6]=[C:7]([CH:11]=[C:12]([C:16]([CH3:19])([CH3:18])[CH3:17])[C:13]=1[O:14][CH3:15])[C:8]([OH:10])=O)([CH3:4])([CH3:3])[CH3:2].C(N(C(C)C)CC)(C)C.[NH2:29][C@@H:30]([CH:35]([C:42]1[CH:47]=[CH:46][CH:45]=[CH:44][CH:43]=1)[C:36]1[CH:41]=[CH:40][CH:39]=[CH:38][CH:37]=1)[C:31]([NH:33][CH3:34])=[O:32]. Product: [C:1]([C:5]1[CH:6]=[C:7]([CH:11]=[C:12]([C:16]([CH3:17])([CH3:19])[CH3:18])[C:13]=1[O:14][CH3:15])[C:8]([NH:29][C@@H:30]([CH:35]([C:42]1[CH:47]=[CH:46][CH:45]=[CH:44][CH:43]=1)[C:36]1[CH:37]=[CH:38][CH:39]=[CH:40][CH:41]=1)[C:31]([NH:33][CH3:34])=[O:32])=[O:10])([CH3:2])([CH3:3])[CH3:4]. The catalyst class is: 2.